This data is from Catalyst prediction with 721,799 reactions and 888 catalyst types from USPTO. The task is: Predict which catalyst facilitates the given reaction. Reactant: I[C:2]1[CH:7]=[CH:6][CH:5]=[CH:4][C:3]=1[C:8]([F:11])([F:10])[F:9].[Li]CCCC.[O:17]1[C@H:19]([CH2:20][CH3:21])[CH2:18]1. Product: [F:9][C:8]([F:11])([F:10])[C:3]1[CH:4]=[CH:5][CH:6]=[CH:7][C:2]=1[CH2:18][C@H:19]([OH:17])[CH2:20][CH3:21]. The catalyst class is: 1.